From a dataset of hERG potassium channel inhibition data for cardiac toxicity prediction from Karim et al.. Regression/Classification. Given a drug SMILES string, predict its toxicity properties. Task type varies by dataset: regression for continuous values (e.g., LD50, hERG inhibition percentage) or binary classification for toxic/non-toxic outcomes (e.g., AMES mutagenicity, cardiotoxicity, hepatotoxicity). Dataset: herg_karim. (1) The compound is CCc1nc(Oc2ccc(C(=O)O)cc2)ccc1CN1CCC(N2C(=O)N(C3CCOCC3)C[C@H]2c2ccccc2)CC1. The result is 0 (non-blocker). (2) The compound is COc1ncc(-c2ccc(C3CC(N4CCC[C@H]4C)C3)cc2)cn1. The result is 1 (blocker). (3) The result is 1 (blocker). The drug is Cc1ccc2c(N3CCN(CCc4cccc5c4OCC(=O)N5C)CC3)cc(F)cc2n1. (4) The molecule is CC(C)Oc1ccc(-c2nc(-c3ccc4c(c3)CCN(C(CO)CO)CC4)no2)cc1C#N. The result is 0 (non-blocker). (5) The molecule is CNC(=O)c1cc(Oc2ccc3nc(NC(=O)Nc4cc(C(F)(F)F)cc(C(F)(F)F)c4)sc3c2)ccn1. The result is 0 (non-blocker).